From a dataset of Reaction yield outcomes from USPTO patents with 853,638 reactions. Predict the reaction yield, written as a fraction of the theoretical maximum amount of product (1.0 means a 100% yield; for example, 0.34 means a 34% yield). (1) The reactants are [F:1][C:2]1[CH:7]=[C:6]([F:8])[C:5]([N+:9]([O-:11])=[O:10])=[C:4]([OH:12])[CH:3]=1.[H-].[Na+].[CH2:15](Br)[C:16]1[CH:21]=[CH:20][CH:19]=[CH:18][CH:17]=1. The catalyst is CN(C=O)C. The product is [CH2:15]([O:12][C:4]1[CH:3]=[C:2]([F:1])[CH:7]=[C:6]([F:8])[C:5]=1[N+:9]([O-:11])=[O:10])[C:16]1[CH:21]=[CH:20][CH:19]=[CH:18][CH:17]=1. The yield is 0.730. (2) The reactants are [NH2:1][C:2]1[N:7]=[C:6]([C:8]([O:10][CH2:11][CH3:12])=[O:9])[CH:5]=[CH:4][CH:3]=1.[C:13](O[C:13]([O:15][C:16]([CH3:19])([CH3:18])[CH3:17])=[O:14])([O:15][C:16]([CH3:19])([CH3:18])[CH3:17])=[O:14]. The catalyst is CC(O)(C)C.CC(C)=O.CN(C)C1C=CN=CC=1. The product is [C:16]([O:15][C:13]([NH:1][C:2]1[N:7]=[C:6]([C:8]([O:10][CH2:11][CH3:12])=[O:9])[CH:5]=[CH:4][CH:3]=1)=[O:14])([CH3:19])([CH3:18])[CH3:17]. The yield is 0.910. (3) The catalyst is C1COCC1. The yield is 0.210. The product is [CH3:1][N:2]([CH3:25])[C:3]1[NH:8][C:7]2=[N:9][CH:10]=[CH:11][C:6]2=[C:5]([C:20]2[O:21][CH:22]=[CH:23][CH:24]=2)[N:4]=1. The reactants are [CH3:1][N:2]([CH3:25])[C:3]1[N:4]=[C:5]([C:20]2[O:21][CH:22]=[CH:23][CH:24]=2)[C:6]2[CH:11]=[CH:10][N:9](COCC[Si](C)(C)C)[C:7]=2[N:8]=1.[F-].O. (4) The reactants are [S:1]1[C:10]2[C:9]3[CH:11]=[CH:12][CH:13]=[CH:14][C:8]=3[O:7][CH2:6][CH2:5][C:4]=2[N:3]=[C:2]1[C:15]([OH:17])=O.C(Cl)(=O)C(Cl)=O.[Cl:24][C:25]1[CH:32]=[CH:31][CH:30]=[CH:29][C:26]=1[NH:27][CH3:28]. The catalyst is C(Cl)Cl.CN(C=O)C. The product is [Cl:24][C:25]1[CH:32]=[CH:31][CH:30]=[CH:29][C:26]=1[N:27]([CH3:28])[C:15]([C:2]1[S:1][C:10]2[C:9]3[CH:11]=[CH:12][CH:13]=[CH:14][C:8]=3[O:7][CH2:6][CH2:5][C:4]=2[N:3]=1)=[O:17]. The yield is 0.300. (5) The reactants are Cl.[CH3:2][C:3]1[N+:4]([O-])=[C:5]([C:9]2[CH:14]=[CH:13][C:12]([C:15]([F:18])([F:17])[F:16])=[CH:11][CH:10]=2)[O:6][C:7]=1[CH3:8].O=P(Cl)(Cl)[Cl:22].O. The catalyst is C(#N)C. The product is [Cl:22][CH2:2][C:3]1[N:4]=[C:5]([C:9]2[CH:14]=[CH:13][C:12]([C:15]([F:18])([F:17])[F:16])=[CH:11][CH:10]=2)[O:6][C:7]=1[CH3:8]. The yield is 0.850. (6) The catalyst is CN(C=O)C. The reactants are [Cl:1][C:2]1[CH:7]=[CH:6][C:5]([N:8]([C@H:12]2[C:21]3[C:16](=[CH:17][CH:18]=[CH:19][CH:20]=3)[N:15]([C:22](=[O:30])[C:23]3[CH:28]=[CH:27][C:26]([OH:29])=[CH:25][CH:24]=3)[C@@H:14]([CH3:31])[CH2:13]2)[C:9](=[O:11])[CH3:10])=[CH:4][CH:3]=1.C([O-])([O-])=O.[K+].[K+].[CH3:38][O:39][C:40](=[O:47])[C:41]([CH3:46])([CH3:45])[CH2:42][CH2:43]Br. The yield is 0.770. The product is [CH3:38][O:39][C:40](=[O:47])[C:41]([CH3:46])([CH3:45])[CH2:42][CH2:43][O:29][C:26]1[CH:25]=[CH:24][C:23]([C:22]([N:15]2[C:16]3[C:21](=[CH:20][CH:19]=[CH:18][CH:17]=3)[C@H:12]([N:8]([C:9](=[O:11])[CH3:10])[C:5]3[CH:4]=[CH:3][C:2]([Cl:1])=[CH:7][CH:6]=3)[CH2:13][C@@H:14]2[CH3:31])=[O:30])=[CH:28][CH:27]=1.